From a dataset of Forward reaction prediction with 1.9M reactions from USPTO patents (1976-2016). Predict the product of the given reaction. (1) Given the reactants [N:1]1[CH:6]=[CH:5][C:4]([CH:7]=O)=[CH:3][CH:2]=1.[C:9]([CH:14]=P(C1C=CC=CC=1)(C1C=CC=CC=1)C1C=CC=CC=1)([O:11][CH2:12][CH3:13])=[O:10], predict the reaction product. The product is: [CH2:12]([O:11][C:9](=[O:10])/[CH:14]=[CH:7]/[C:4]1[CH:3]=[CH:2][N:1]=[CH:6][CH:5]=1)[CH3:13]. (2) Given the reactants [N:1]([C:4]1[C:9]([C:10]([F:13])([F:12])[F:11])=[C:8]([NH:14][CH2:15][CH2:16][CH2:17][C:18]2[CH:23]=[CH:22][CH:21]=[CH:20][CH:19]=2)[CH:7]=[CH:6][N:5]=1)=[N+]=[N-].CP(C)C.[N-]=[N+]=[N-], predict the reaction product. The product is: [C:18]1([CH2:17][CH2:16][CH2:15][NH:14][C:8]2[CH:7]=[CH:6][N:5]=[C:4]([NH2:1])[C:9]=2[C:10]([F:13])([F:11])[F:12])[CH:23]=[CH:22][CH:21]=[CH:20][CH:19]=1. (3) Given the reactants [C:1]([NH:9][C:10]1[CH:15]=[CH:14][C:13]([N:16]2[CH2:21][CH2:20][N:19]([C:22](=[O:34])[CH2:23][NH:24][C:25](=[O:33])[C:26]3[CH:31]=[CH:30][CH:29]=[C:28]([OH:32])[CH:27]=3)[CH2:18][CH2:17]2)=[CH:12][CH:11]=1)(=[O:8])[C:2]1[CH:7]=[CH:6][CH:5]=[CH:4][CH:3]=1.C(=O)([O-])[O-].[K+].[K+].[S:41]([O:51][CH2:52][CH2:53]OS(C1C=CC(C)=CC=1)(=O)=O)([C:44]1[CH:50]=[CH:49][C:47]([CH3:48])=[CH:46][CH:45]=1)(=[O:43])=[O:42], predict the reaction product. The product is: [C:1]([NH:9][C:10]1[CH:11]=[CH:12][C:13]([N:16]2[CH2:21][CH2:20][N:19]([C:22](=[O:34])[CH2:23][NH:24][C:25]([C:26]3[CH:27]=[C:28]([CH:29]=[CH:30][CH:31]=3)[O:32][CH2:53][CH2:52][O:51][S:41]([C:44]3[CH:50]=[CH:49][C:47]([CH3:48])=[CH:46][CH:45]=3)(=[O:43])=[O:42])=[O:33])[CH2:18][CH2:17]2)=[CH:14][CH:15]=1)(=[O:8])[C:2]1[CH:7]=[CH:6][CH:5]=[CH:4][CH:3]=1. (4) Given the reactants [Cl:1][C:2]1[CH:3]=[C:4]([OH:9])[CH:5]=[C:6]([F:8])[CH:7]=1.F[C:11]1[CH:16]=[CH:15][C:14]([N+:17]([O-:19])=[O:18])=[CH:13][CH:12]=1.C(=O)([O-])[O-].[K+].[K+], predict the reaction product. The product is: [N+:17]([C:14]1[CH:15]=[CH:16][C:11]([O:9][C:4]2[CH:5]=[C:6]([F:8])[CH:7]=[C:2]([Cl:1])[CH:3]=2)=[CH:12][CH:13]=1)([O-:19])=[O:18]. (5) Given the reactants [CH:1]1([CH2:4][O:5][C:6]2[C:14]([C:15]3[CH:20]=[CH:19][C:18]([F:21])=[C:17]([F:22])[CH:16]=3)=[CH:13][C:9]([C:10]([OH:12])=O)=[CH:8][N:7]=2)[CH2:3][CH2:2]1.[F:23][C:24]([F:33])([F:32])[C:25]1[N:29]=[C:28]([CH2:30][NH2:31])[O:27][N:26]=1, predict the reaction product. The product is: [CH:1]1([CH2:4][O:5][C:6]2[C:14]([C:15]3[CH:20]=[CH:19][C:18]([F:21])=[C:17]([F:22])[CH:16]=3)=[CH:13][C:9]([C:10]([NH:31][CH2:30][C:28]3[O:27][N:26]=[C:25]([C:24]([F:33])([F:32])[F:23])[N:29]=3)=[O:12])=[CH:8][N:7]=2)[CH2:2][CH2:3]1. (6) Given the reactants [CH3:1][C:2]1[CH:3]=[CH:4][N:5]2[C:10]=1[C:9](=[O:11])[N:8]([C:12]1[CH:17]=[CH:16][CH:15]=[CH:14][CH:13]=1)[C:7]([C@@H:18]([NH:20][C:21]1[C:22]3[C:29]([C:30]4[CH:38]=[C:37]([NH:39][S:40]([NH2:43])(=[O:42])=[O:41])[CH:36]=[C:35]5[C:31]=4[CH:32]=[CH:33][NH:34]5)=[CH:28][N:27](COCC[Si](C)(C)C)[C:23]=3[N:24]=[CH:25][N:26]=1)[CH3:19])=[N:6]2.FC(F)(F)C(O)=O.N, predict the reaction product. The product is: [CH3:1][C:2]1[CH:3]=[CH:4][N:5]2[C:10]=1[C:9](=[O:11])[N:8]([C:12]1[CH:17]=[CH:16][CH:15]=[CH:14][CH:13]=1)[C:7]([C@@H:18]([NH:20][C:21]1[C:22]3[C:29]([C:30]4[CH:38]=[C:37]([NH:39][S:40]([NH2:43])(=[O:42])=[O:41])[CH:36]=[C:35]5[C:31]=4[CH:32]=[CH:33][NH:34]5)=[CH:28][NH:27][C:23]=3[N:24]=[CH:25][N:26]=1)[CH3:19])=[N:6]2. (7) Given the reactants Cl[C:2]1[S:3][C:4]2[CH2:10][C:9]3([O:14][CH2:13][CH2:12][O:11]3)[CH2:8][CH2:7][C:5]=2[N:6]=1.C([O-])(=O)C.[Na+].C(OCC)(=O)C.CCCCCC, predict the reaction product. The product is: [CH2:13]1[CH2:12][O:11][C:9]2([CH2:8][CH2:7][C:5]3[N:6]=[CH:2][S:3][C:4]=3[CH2:10]2)[O:14]1. (8) Given the reactants C([N:3]([CH2:16][CH3:17])[C:4](=[O:15])[C:5]1[CH:10]=[CH:9][CH:8]=[C:7]([N:11]([CH3:13])[CH3:12])[C:6]=1[CH3:14])C.C(C1[CH2:25][CH2:24][N:23]([CH3:26])[CH2:22][CH2:21]1)#N, predict the reaction product. The product is: [CH3:13][N:11]([CH3:12])[C:7]1[CH:8]=[CH:9][CH:10]=[C:5]2[C:6]=1[CH:14]=[C:16]([CH:17]1[CH2:25][CH2:24][N:23]([CH3:26])[CH2:22][CH2:21]1)[NH:3][C:4]2=[O:15].